From a dataset of Reaction yield outcomes from USPTO patents with 853,638 reactions. Predict the reaction yield, written as a fraction of the theoretical maximum amount of product (1.0 means a 100% yield; for example, 0.34 means a 34% yield). (1) The reactants are [CH3:1][N:2]([CH2:4][C:5]1[CH:10]=[CH:9][C:8]([CH:11]2[CH:20]([C:21]3[CH:26]=[CH:25][C:24]([C:27]([F:30])([F:29])[F:28])=[CH:23][CH:22]=3)[C:19](=O)[C:18]3[C:17]([C:32]([O:34]CC)=O)=[CH:16][CH:15]=[CH:14][C:13]=3[NH:12]2)=[CH:7][CH:6]=1)[CH3:3].O.[NH2:38][NH2:39]. The catalyst is CO. The product is [CH3:1][N:2]([CH2:4][C:5]1[CH:10]=[CH:9][C:8]([CH:11]2[NH:12][C:13]3[C:18]4[C:19](=[N:38][NH:39][C:32](=[O:34])[C:17]=4[CH:16]=[CH:15][CH:14]=3)[CH:20]2[C:21]2[CH:22]=[CH:23][C:24]([C:27]([F:28])([F:29])[F:30])=[CH:25][CH:26]=2)=[CH:7][CH:6]=1)[CH3:3]. The yield is 0.345. (2) The reactants are [F:1][C:2]1[CH:7]=[C:6](I)[CH:5]=[CH:4][C:3]=1[N:9]1[CH:14]=[C:13]([O:15][CH3:16])[C:12](=[O:17])[C:11]([C:18]2[N:22]([C:23]3[CH:28]=[CH:27][CH:26]=[CH:25][CH:24]=3)[N:21]=[CH:20][CH:19]=2)=[N:10]1.Cl.[F:30][C:31]1([F:37])[CH2:36][CH2:35][CH2:34][NH:33][CH2:32]1.O(C(C)(C)C)[Na].CC1(C)C2C(=C(P(C3C=CC=CC=3)C3C=CC=CC=3)C=CC=2)OC2C(P(C3C=CC=CC=3)C3C=CC=CC=3)=CC=CC1=2. The catalyst is O1CCOCC1.C([O-])(O)=O.[Na+].C1C=CC(/C=C/C(/C=C/C2C=CC=CC=2)=O)=CC=1.C1C=CC(/C=C/C(/C=C/C2C=CC=CC=2)=O)=CC=1.C1C=CC(/C=C/C(/C=C/C2C=CC=CC=2)=O)=CC=1.[Pd].[Pd]. The product is [F:30][C:31]1([F:37])[CH2:36][CH2:35][CH2:34][N:33]([C:6]2[CH:5]=[CH:4][C:3]([N:9]3[CH:14]=[C:13]([O:15][CH3:16])[C:12](=[O:17])[C:11]([C:18]4[N:22]([C:23]5[CH:28]=[CH:27][CH:26]=[CH:25][CH:24]=5)[N:21]=[CH:20][CH:19]=4)=[N:10]3)=[C:2]([F:1])[CH:7]=2)[CH2:32]1. The yield is 0.550. (3) The reactants are [OH:1][CH2:2]/[CH:3]=[CH:4]/[CH2:5][O:6][C:7]1[CH:14]=[CH:13][CH:12]=[C:11]([N+:15]([O-:17])=[O:16])[C:8]=1[C:9]#[N:10].[C:18](C1C=C(C)C=C(C(C)(C)C)N=1)(C)(C)C.F[B-](F)(F)F.C[O+](C)C. The catalyst is C(Cl)Cl. The product is [CH3:18][O:1][CH2:2]/[CH:3]=[CH:4]/[CH2:5][O:6][C:7]1[CH:14]=[CH:13][CH:12]=[C:11]([N+:15]([O-:17])=[O:16])[C:8]=1[C:9]#[N:10]. The yield is 0.720. (4) The reactants are [Cl:1][C:2]1[N:7]=[CH:6][N:5]=[C:4]([NH2:8])[CH:3]=1.[CH:9]1([O:14][C:15]2[CH:16]=[C:17]([CH:20]=[CH:21][C:22]=2[O:23][CH3:24])[CH:18]=O)[CH2:13][CH2:12][CH2:11][CH2:10]1.CC(O)=O. The catalyst is ClCCCl. The product is [Cl:1][C:2]1[N:7]=[CH:6][N:5]=[C:4]([NH:8][CH2:18][C:17]2[CH:20]=[CH:21][C:22]([O:23][CH3:24])=[C:15]([O:14][CH:9]3[CH2:13][CH2:12][CH2:11][CH2:10]3)[CH:16]=2)[CH:3]=1. The yield is 0.120. (5) The reactants are [C:1]1([N:7]2[CH2:12][CH2:11][N:10]([CH2:13][CH2:14][NH2:15])[CH2:9][CH2:8]2)[CH:6]=[CH:5][CH:4]=[CH:3][CH:2]=1.[CH2:16]([C:19]1[N:23]([C:24]([CH3:27])([CH3:26])[CH3:25])[N:22]=[C:21]([CH:28]=O)[CH:20]=1)[CH2:17][CH3:18]. No catalyst specified. The product is [C:24]([N:23]1[C:19]([CH2:16][CH2:17][CH3:18])=[CH:20][C:21]([CH2:28][NH:15][CH2:14][CH2:13][N:10]2[CH2:9][CH2:8][N:7]([C:1]3[CH:2]=[CH:3][CH:4]=[CH:5][CH:6]=3)[CH2:12][CH2:11]2)=[N:22]1)([CH3:27])([CH3:26])[CH3:25]. The yield is 0.642.